From a dataset of NCI-60 drug combinations with 297,098 pairs across 59 cell lines. Regression. Given two drug SMILES strings and cell line genomic features, predict the synergy score measuring deviation from expected non-interaction effect. (1) Drug 1: C1CC(=O)NC(=O)C1N2C(=O)C3=CC=CC=C3C2=O. Drug 2: C1C(C(OC1N2C=NC(=NC2=O)N)CO)O. Cell line: HL-60(TB). Synergy scores: CSS=25.7, Synergy_ZIP=-7.30, Synergy_Bliss=-3.57, Synergy_Loewe=-55.3, Synergy_HSA=-6.64. (2) Drug 1: CS(=O)(=O)C1=CC(=C(C=C1)C(=O)NC2=CC(=C(C=C2)Cl)C3=CC=CC=N3)Cl. Drug 2: CC12CCC3C(C1CCC2O)C(CC4=C3C=CC(=C4)O)CCCCCCCCCS(=O)CCCC(C(F)(F)F)(F)F. Cell line: HOP-92. Synergy scores: CSS=11.0, Synergy_ZIP=-3.02, Synergy_Bliss=0.0771, Synergy_Loewe=1.19, Synergy_HSA=1.25. (3) Cell line: SK-MEL-5. Drug 2: C1=NC2=C(N1)C(=S)N=CN2. Drug 1: C1=CC(=CC=C1CC(C(=O)O)N)N(CCCl)CCCl.Cl. Synergy scores: CSS=20.5, Synergy_ZIP=-7.28, Synergy_Bliss=-0.555, Synergy_Loewe=-7.54, Synergy_HSA=-3.58.